Binary Classification. Given a miRNA mature sequence and a target amino acid sequence, predict their likelihood of interaction. From a dataset of Experimentally validated miRNA-target interactions with 360,000+ pairs, plus equal number of negative samples. (1) The miRNA is hsa-miR-1272 with sequence GAUGAUGAUGGCAGCAAAUUCUGAAA. The protein sequence of the target gene is MKSSDIDQDLFTDSYCKVCSAQLISESQRVAHYESRKHASKVRLYYMLHPRDGGCPAKRLRSENGSDADMVDKNKCCTLCNMSFTSAVVADSHYQGKIHAKRLKLLLGEKTPLKTTATPLSPLKPPRMDTAPVVASPYQRRDSDRYCGLCAAWFNNPLMAQQHYDGKKHKKNAARVALLEQLGTTLDMGELRGLRRNYRCTICSVSLNSIEQYHAHLKGSKHQTNLKNK. Result: 0 (no interaction). (2) The miRNA is hsa-miR-124-3p with sequence UAAGGCACGCGGUGAAUGCCAA. The protein sequence of the target gene is MGSPGASLGIKKALQSEQATALPASAPAVSQPTAPAPSCLPKAGQVIPTLLREAPFSSVIAPTLLCGFLFLAWVAAEVPEESSRMAGSGARSEEGRRQHAFVPEPFDGANVVPNLWLHSFEVINDLNHWDHITKLRFLKESLRGEALGVYNRLSPQDQGDYGTVKEALLKAFGVPGAAPSHLPKEIVFANSMGKGYYLKGKIGKVPVRFLVDSGAQVSVVHPNLWEEVTDGDLDTLQPFENVVKVANGAEMKILGVWDTAVSLGKLKLKAQFLVANASAEEAIIGTDVLQDHNAILDFEH.... Result: 1 (interaction). (3) The miRNA is hsa-miR-6756-5p with sequence AGGGUGGGGCUGGAGGUGGGGCU. The protein sequence of the target gene is MTTSGALFPSLVPGSRGASNKYLVEFRAGKMSLKGTTVTPDKRKGLVYIQQTDDSLIHFCWKDRTSGNVEDDLIIFPDDCEFKRVPQCPSGRVYVLKFKAGSKRLFFWMQEPKTDQDEEHCRKVNEYLNNPPMPGALGASGSSGHELSALGGEGGLQSLLGNMSHSQLMQLIGPAGLGGLGGLGALTGPGLASLLGSSGPPGSSSSSSSRSQSAAVTPSSTTSSTRATPAPSAPAAASATSPSPAPSSGNGASTAASPTQPIQLSDLQSILATMNVPAGPAGGQQVDLASVLTPEIMAPI.... Result: 1 (interaction). (4) The miRNA is hsa-miR-6895-3p with sequence UGUCUCUCGCCCUUGGCCUUAG. The protein sequence of the target gene is MNEENIDGTNGCSKVRTGIQNEAALLALMEKTGYNMVQENGQRKFGGPPPGWEGPPPPRGCEVFVGKIPRDMYEDELVPVFERAGKIYEFRLMMEFSGENRGYAFVMYTTKEEAQLAIRILNNYEIRPGKFIGVCVSLDNCRLFIGAIPKEKKKEEILDEMKKVTEGVVDVIVYPSATDKTKNRGFAFVEYESHRAAAMARRKLIPGTFQLWGHTIQVDWADPEKEVDEETMQRVKVLYVRNLMISTTEETIKAEFNKFKPGAVERVKKLRDYAFVHFFNREDAVAAMSVMNGKCIDGAS.... Result: 0 (no interaction). (5) The miRNA is hsa-miR-3178 with sequence GGGGCGCGGCCGGAUCG. The protein sequence of the target gene is MDLSELERDNTGRCRLSSPVPAVCRKEPCVLGVDEAGRGPVLGPMVYAICYCPLPRLADLEALKVADSKTLLESERERLFAKMEDTDFVGWALDVLSPNLISTSMLGRVKYNLNSLSHDTATGLIQYALDQGVNVTQVFVDTVGMPETYQARLQQSFPGIEVTVKAKADALYPVVSAASICAKVARDQAVKKWQFVEKLQDLDTDYGSGYPNDPKTKAWLKEHVEPVFGFPQFVRFSWRTAQTILEKEAEDVIWEDSASENQEGLRKITSYFLNEGSQARPRSSHRYFLERGLESATSL. Result: 0 (no interaction). (6) The miRNA is hsa-miR-7110-5p with sequence UGGGGGUGUGGGGAGAGAGAG. The protein sequence of the target gene is MGPLALPAWLQPRYRKNAYLFIYYLIQFCGHSWIFTNMTVRFFSFGKDSMVDTFYAIGLVMRLCQSVSLLELLHIYVGIESNHLLPRFLQLTERIIILFVVITSQEEVQEKYVVCVLFVFWNLLDMVRYTYSMLSVIGISYAVLTWLSQTLWMPIYPLCVLAEAFAIYQSLPYFESFGTYSTKLPFDLSIYFPYVLKIYLMMLFIGMYFTYSHLYSERRDILGIFPIKKKKM. Result: 1 (interaction). (7) The miRNA is hsa-miR-24-1-5p with sequence UGCCUACUGAGCUGAUAUCAGU. The protein sequence of the target gene is MWSGLLPPGLNESDAESNSEDEATLENSGLNLQEDKEDESIRKTEIIDFSTDEPKTETESNVNAYEECPSGIPIDMWNKFQELHKKHSEQKSTTSRFRGKRRKRSRKDKLKNEKELHSEPSSNETQWKELTQYFGVNDRFDPPVKRKKVEKSGLEKRIDQAVEEWNIEKAEELSNQLATRELGVKIAKAVACHNFVKAKKEVENSQAARKKKKLAWGFEAKKRWETKSNMGYM. Result: 0 (no interaction).